Dataset: Reaction yield outcomes from USPTO patents with 853,638 reactions. Task: Predict the reaction yield, written as a fraction of the theoretical maximum amount of product (1.0 means a 100% yield; for example, 0.34 means a 34% yield). (1) The reactants are [NH2:1][C@@H:2]([CH2:6][OH:7])[C@H:3]([CH3:5])[OH:4].N1C=CN=C1.[Si:13](Cl)([C:26]([CH3:29])([CH3:28])[CH3:27])([C:20]1[CH:25]=[CH:24][CH:23]=[CH:22][CH:21]=1)[C:14]1[CH:19]=[CH:18][CH:17]=[CH:16][CH:15]=1. The catalyst is CN(C=O)C.CCOC(C)=O. The product is [NH2:1][C@@H:2]([CH2:6][O:7][Si:13]([C:26]([CH3:29])([CH3:28])[CH3:27])([C:20]1[CH:21]=[CH:22][CH:23]=[CH:24][CH:25]=1)[C:14]1[CH:19]=[CH:18][CH:17]=[CH:16][CH:15]=1)[C@@H:3]([OH:4])[CH3:5]. The yield is 0.470. (2) The reactants are [CH:1]1([CH2:4][C:5]2[C:6]3[N:7]([CH:11]=[C:12]([C:14]4[CH:19]=[CH:18][C:17]([F:20])=[CH:16][CH:15]=4)[N:13]=3)[CH:8]=[CH:9][N:10]=2)[CH2:3][CH2:2]1.I[C:22]1[CH:27]=[CH:26][N:25]=[C:24]([S:28][CH3:29])[N:23]=1.C([O-])([O-])=O.[Cs+].[Cs+].C1C=CC(P(C2C=CC=CC=2)C2C=CC=CC=2)=CC=1. The catalyst is CC([O-])=O.CC([O-])=O.[Pd+2].CN(C=O)C. The product is [CH:1]1([CH2:4][C:5]2[C:6]3[N:7]([C:11]([C:22]4[CH:27]=[CH:26][N:25]=[C:24]([S:28][CH3:29])[N:23]=4)=[C:12]([C:14]4[CH:15]=[CH:16][C:17]([F:20])=[CH:18][CH:19]=4)[N:13]=3)[CH:8]=[CH:9][N:10]=2)[CH2:2][CH2:3]1. The yield is 0.600. (3) No catalyst specified. The product is [Cl:23][CH2:24][CH2:25][CH2:26][CH:9]([C:3]1[CH:4]=[CH:5][C:6]([Cl:8])=[CH:7][C:2]=1[Cl:1])[C:10]([OH:12])=[O:11]. The reactants are [Cl:1][C:2]1[CH:7]=[C:6]([Cl:8])[CH:5]=[CH:4][C:3]=1[CH2:9][C:10]([OH:12])=[O:11].C[Si]([N-][Si](C)(C)C)(C)C.[Na+].[Cl:23][CH2:24][CH2:25][CH2:26]I. The yield is 0.580. (4) The reactants are [Cl:1][C:2]1[CH:7]=[CH:6][C:5]([C:8]2[N:12]([C:13]3[CH:18]=[CH:17][C:16]([Cl:19])=[CH:15][C:14]=3[Cl:20])[N:11]=[C:10]([C:21]([OH:23])=O)[CH:9]=2)=[CH:4][CH:3]=1.C([NH:31][CH2:32][CH:33]([O:37][CH2:38][CH3:39])[O:34][CH2:35][CH3:36])C1C=CC=CC=1.Cl.CN(C)CCCN=C=NCC.C(N(C(C)C)CC)(C)C. The catalyst is C(Cl)Cl. The product is [CH2:35]([O:34][CH:33]([O:37][CH2:38][CH3:39])[CH2:32][NH:31][C:21]([C:10]1[CH:9]=[C:8]([C:5]2[CH:6]=[CH:7][C:2]([Cl:1])=[CH:3][CH:4]=2)[N:12]([C:13]2[CH:18]=[CH:17][C:16]([Cl:19])=[CH:15][C:14]=2[Cl:20])[N:11]=1)=[O:23])[CH3:36]. The yield is 0.460. (5) The reactants are [OH:1][C:2]1[CH:7]=[CH:6][C:5]([C@H:8]2[CH2:12][C:11]3([CH2:17][CH2:16][N:15]([C:18]([O:20][C:21]([CH3:24])([CH3:23])[CH3:22])=[O:19])[CH2:14][CH2:13]3)[O:10][CH2:9]2)=[CH:4][CH:3]=1.C(=O)([O-])[O-].[K+].[K+].Br[CH2:32][C:33]1[CH:38]=[CH:37][C:36]([C:39]([F:42])([F:41])[F:40])=[CH:35][N:34]=1. The catalyst is C1COCC1. The product is [F:42][C:39]([F:40])([F:41])[C:36]1[CH:37]=[CH:38][C:33]([CH2:32][O:1][C:2]2[CH:7]=[CH:6][C:5]([C@H:8]3[CH2:12][C:11]4([CH2:13][CH2:14][N:15]([C:18]([O:20][C:21]([CH3:24])([CH3:23])[CH3:22])=[O:19])[CH2:16][CH2:17]4)[O:10][CH2:9]3)=[CH:4][CH:3]=2)=[N:34][CH:35]=1. The yield is 0.840. (6) The reactants are [F:1][C:2]1[CH:7]=[C:6]([N+:8]([O-])=O)[CH:5]=[CH:4][C:3]=1[CH2:11][CH2:12][N:13]1[CH2:17][CH2:16][CH2:15][CH2:14]1. The catalyst is CO.[Pd]. The product is [F:1][C:2]1[CH:7]=[C:6]([NH2:8])[CH:5]=[CH:4][C:3]=1[CH2:11][CH2:12][N:13]1[CH2:14][CH2:15][CH2:16][CH2:17]1. The yield is 1.00.